Dataset: Forward reaction prediction with 1.9M reactions from USPTO patents (1976-2016). Task: Predict the product of the given reaction. (1) Given the reactants [I:1]I.[CH:3]([Si:6]([CH:19]([CH3:21])[CH3:20])([CH:16]([CH3:18])[CH3:17])[O:7][C@@H:8]([CH2:14][CH3:15])/[CH:9]=[CH:10]\[CH2:11][CH2:12]O)([CH3:5])[CH3:4].C1C=CC(P(C2C=CC=CC=2)C2C=CC=CC=2)=CC=1.N1C=CN=C1, predict the reaction product. The product is: [I:1][CH2:12][CH2:11]/[CH:10]=[CH:9]\[C@@H:8]([O:7][Si:6]([CH:19]([CH3:21])[CH3:20])([CH:16]([CH3:18])[CH3:17])[CH:3]([CH3:5])[CH3:4])[CH2:14][CH3:15]. (2) The product is: [N:6]1([CH2:5][CH2:4][CH2:3][CH2:2][N:28]2[CH2:27][CH2:26][CH:25]([C:16]3[CH:17]=[N:18][C:19]4[C:24](=[CH:23][CH:22]=[CH:21][CH:20]=4)[N:15]=3)[CH2:30][CH2:29]2)[C:10]2[CH:11]=[CH:12][CH:13]=[CH:14][C:9]=2[N:8]=[N:7]1. Given the reactants Cl[CH2:2][CH2:3][CH2:4][CH2:5][N:6]1[C:10]2[CH:11]=[CH:12][CH:13]=[CH:14][C:9]=2[N:8]=[N:7]1.[N:15]1[C:24]2[C:19](=[CH:20][CH:21]=[CH:22][CH:23]=2)[N:18]=[CH:17][C:16]=1[CH:25]1[CH2:30][CH2:29][NH:28][CH2:27][CH2:26]1.C(N(C(C)C)CC)(C)C.[I-].[K+], predict the reaction product. (3) Given the reactants [Br:1][C:2]1[CH:10]=[C:9]([CH3:11])[CH:8]=[C:7]2[C:3]=1[C:4]([NH2:12])=[N:5][NH:6]2.CC1(C)OC(=O)[CH:17]([C:21]([CH:23]2[CH2:28][CH2:27][N:26]([C:29]([O:31][C:32]([CH3:35])([CH3:34])[CH3:33])=[O:30])[CH2:25][CH2:24]2)=O)[C:16](=O)[O:15]1.P([O-])([O-])([O-])=O.[K+].[K+].[K+], predict the reaction product. The product is: [Br:1][C:2]1[C:3]2[C:7]([CH:8]=[C:9]([CH3:11])[CH:10]=1)=[N:6][N:5]1[C:21]([CH:23]3[CH2:28][CH2:27][N:26]([C:29]([O:31][C:32]([CH3:35])([CH3:34])[CH3:33])=[O:30])[CH2:25][CH2:24]3)=[CH:17][C:16](=[O:15])[NH:12][C:4]=21. (4) Given the reactants [NH2:1][NH2:2].[H-].[Na+].[C:5]1([C:11]2[N:12]([CH2:16][CH2:17][CH2:18][C:19]#[N:20])[CH:13]=[CH:14][N:15]=2)[CH:10]=[CH:9][CH:8]=[CH:7][CH:6]=1, predict the reaction product. The product is: [C:5]1([C:11]2[N:12]([CH2:16][CH2:17][CH2:18][C:19](=[NH:20])[NH:1][NH2:2])[CH:13]=[CH:14][N:15]=2)[CH:6]=[CH:7][CH:8]=[CH:9][CH:10]=1. (5) Given the reactants ON1C2C=CC=CC=2N=N1.C(Cl)CCl.C(N(C(C)C)CC)(C)C.[NH2:24][C@H:25]([C:28]([O:30][CH3:31])=[O:29])[CH2:26][OH:27].Cl.[NH:33]([C:39]([O:41][C:42]([CH3:45])([CH3:44])[CH3:43])=[O:40])[C@@H:34]([C:36](O)=[O:37])[CH3:35], predict the reaction product. The product is: [NH:33]([C:39]([O:41][C:42]([CH3:43])([CH3:45])[CH3:44])=[O:40])[C@@H:34]([C:36]([NH:24][C@H:25]([C:28]([O:30][CH3:31])=[O:29])[CH2:26][OH:27])=[O:37])[CH3:35]. (6) The product is: [C:8]([O:7][C:6]([NH:5][CH:3]([C:2]1[C:13]([C:14]2[CH:19]=[CH:18][CH:17]=[CH:16][CH:15]=2)=[C:24]([C:23]([OH:32])=[O:20])[C:25]2[C:26](=[N:27][CH:28]=[CH:29][CH:30]=2)[N:22]=1)[CH3:4])=[O:12])([CH3:11])([CH3:10])[CH3:9]. Given the reactants O=[C:2]([CH2:13][C:14]1[CH:19]=[CH:18][CH:17]=[CH:16][CH:15]=1)[CH:3]([NH:5][C:6](=[O:12])[O:7][C:8]([CH3:11])([CH3:10])[CH3:9])[CH3:4].[OH-:20].[K+].[NH:22]1[C:26]2=[N:27][CH:28]=[CH:29][CH:30]=[C:25]2[C:24](=O)[C:23]1=[O:32], predict the reaction product.